This data is from NCI-60 drug combinations with 297,098 pairs across 59 cell lines. The task is: Regression. Given two drug SMILES strings and cell line genomic features, predict the synergy score measuring deviation from expected non-interaction effect. Drug 2: CCC1(CC2CC(C3=C(CCN(C2)C1)C4=CC=CC=C4N3)(C5=C(C=C6C(=C5)C78CCN9C7C(C=CC9)(C(C(C8N6C)(C(=O)OC)O)OC(=O)C)CC)OC)C(=O)OC)O.OS(=O)(=O)O. Synergy scores: CSS=51.7, Synergy_ZIP=6.26, Synergy_Bliss=6.67, Synergy_Loewe=8.13, Synergy_HSA=10.6. Drug 1: C1=CC(=C2C(=C1NCCNCCO)C(=O)C3=C(C=CC(=C3C2=O)O)O)NCCNCCO. Cell line: MCF7.